Dataset: hERG potassium channel inhibition data for cardiac toxicity prediction from Karim et al.. Task: Regression/Classification. Given a drug SMILES string, predict its toxicity properties. Task type varies by dataset: regression for continuous values (e.g., LD50, hERG inhibition percentage) or binary classification for toxic/non-toxic outcomes (e.g., AMES mutagenicity, cardiotoxicity, hepatotoxicity). Dataset: herg_karim. The compound is CC(=O)N1CC2CC1CN2CCOc1ccc(Oc2nc3ncccc3s2)cc1. The result is 0 (non-blocker).